Dataset: Forward reaction prediction with 1.9M reactions from USPTO patents (1976-2016). Task: Predict the product of the given reaction. (1) Given the reactants [CH3:1][C:2]1[CH:3]=[C:4]2[C:8](=[CH:9][C:10]=1[CH3:11])[C:7](=[O:12])[N:6]([C:13]1[CH:14]=[N:15][CH:16]=[CH:17][CH:18]=1)[C:5]2=[O:19].[BH4-].[Na+].O, predict the reaction product. The product is: [CH3:11][C:10]1[CH:9]=[C:8]2[C:4](=[CH:3][C:2]=1[CH3:1])[C:5](=[O:19])[N:6]([C:13]1[CH:14]=[N:15][CH:16]=[CH:17][CH:18]=1)[CH:7]2[OH:12]. (2) The product is: [C:1]([C:5]1[N:10]=[CH:9][C:8]([C:11]2[N:12]([C:32]([N:34]3[CH2:35][CH2:36][CH:37]([CH2:40][C:41]([N:51]([CH2:52][CH2:53][O:54][CH3:55])[CH2:50][CH2:49][O:48][CH3:47])=[O:42])[CH2:38][CH2:39]3)=[O:33])[C@@:13]([C:25]3[CH:30]=[CH:29][C:28]([Cl:31])=[CH:27][CH:26]=3)([CH3:24])[C@@:14]([C:17]3[CH:22]=[CH:21][C:20]([Cl:23])=[CH:19][CH:18]=3)([CH3:16])[N:15]=2)=[C:7]([O:44][CH2:45][CH3:46])[CH:6]=1)([CH3:4])([CH3:2])[CH3:3]. Given the reactants [C:1]([C:5]1[N:10]=[CH:9][C:8]([C:11]2[N:12]([C:32]([N:34]3[CH2:39][CH2:38][CH:37]([CH2:40][C:41](O)=[O:42])[CH2:36][CH2:35]3)=[O:33])[C@@:13]([C:25]3[CH:30]=[CH:29][C:28]([Cl:31])=[CH:27][CH:26]=3)([CH3:24])[C@@:14]([C:17]3[CH:22]=[CH:21][C:20]([Cl:23])=[CH:19][CH:18]=3)([CH3:16])[N:15]=2)=[C:7]([O:44][CH2:45][CH3:46])[CH:6]=1)([CH3:4])([CH3:3])[CH3:2].[CH3:47][O:48][CH2:49][CH2:50][NH:51][CH2:52][CH2:53][O:54][CH3:55], predict the reaction product. (3) Given the reactants [CH2:1]([N:8]1[CH2:13][CH2:12][C:11](=[O:14])[CH:10]([CH3:15])[CH2:9]1)[C:2]1[CH:7]=[CH:6][CH:5]=[CH:4][CH:3]=1.C([BH-](C(CC)C)C(CC)C)(CC)C.[Li+].O1CCCC1, predict the reaction product. The product is: [CH2:1]([N:8]1[CH2:13][CH2:12][C@H:11]([OH:14])[C@H:10]([CH3:15])[CH2:9]1)[C:2]1[CH:3]=[CH:4][CH:5]=[CH:6][CH:7]=1.